This data is from Forward reaction prediction with 1.9M reactions from USPTO patents (1976-2016). The task is: Predict the product of the given reaction. Given the reactants [H-].[Al+3].[Li+].[H-].[H-].[H-].C(O[C:10](=[O:26])[C:11]1[C:16](C)=[CH:15][CH:14]=[CH:13][C:12]=1[O:18][CH2:19][C:20]1[CH:25]=[CH:24][CH:23]=[CH:22][CH:21]=1)C.[C:27](OCC)(=[O:29])C.[C@H](O)(C([O-])=O)[C@@H](O)C([O-])=O.[Na+].[K+], predict the reaction product. The product is: [CH2:19]([O:18][C:12]1[CH:13]=[CH:14][CH:15]=[C:16]([O:29][CH3:27])[C:11]=1[CH2:10][OH:26])[C:20]1[CH:21]=[CH:22][CH:23]=[CH:24][CH:25]=1.